This data is from Peptide-MHC class II binding affinity with 134,281 pairs from IEDB. The task is: Regression. Given a peptide amino acid sequence and an MHC pseudo amino acid sequence, predict their binding affinity value. This is MHC class II binding data. The peptide sequence is ANWIEIMRIKKLTIT. The MHC is HLA-DQA10102-DQB10602 with pseudo-sequence HLA-DQA10102-DQB10602. The binding affinity (normalized) is 0.399.